This data is from Reaction yield outcomes from USPTO patents with 853,638 reactions. The task is: Predict the reaction yield, written as a fraction of the theoretical maximum amount of product (1.0 means a 100% yield; for example, 0.34 means a 34% yield). (1) The reactants are [CH3:1][C:2]1[CH:10]=[CH:9][C:5]([C:6](=[S:8])[NH2:7])=[CH:4][CH:3]=1.Cl[CH:12]([C:18](=O)[CH3:19])[C:13]([O:15][CH2:16][CH3:17])=[O:14]. The product is [CH3:19][C:18]1[N:7]=[C:6]([C:5]2[CH:9]=[CH:10][C:2]([CH3:1])=[CH:3][CH:4]=2)[S:8][C:12]=1[C:13]([O:15][CH2:16][CH3:17])=[O:14]. The catalyst is C(O)C. The yield is 0.690. (2) The reactants are [CH2:1]([N:8]1[CH2:12][CH:11]([N:13](C(OC(C)(C)C)=O)[CH2:14][C:15]2[CH:20]=[CH:19][C:18]([F:21])=[CH:17][C:16]=2[F:22])[CH2:10][CH:9]1[C:30](O)=[O:31])[C:2]1[CH:7]=[CH:6][CH:5]=[CH:4][CH:3]=1.[CH3:33][O:34][C:35]1[CH:36]=[C:37]2[C:42](=[CH:43][C:44]=1[O:45][CH3:46])[CH2:41][NH:40][CH2:39][CH2:38]2. No catalyst specified. The product is [CH2:1]([N:8]1[CH2:12][C@@H:11]([NH:13][CH2:14][C:15]2[CH:20]=[CH:19][C:18]([F:21])=[CH:17][C:16]=2[F:22])[CH2:10][C@H:9]1[C:30]([N:40]1[CH2:39][CH2:38][C:37]2[C:42](=[CH:43][C:44]([O:45][CH3:46])=[C:35]([O:34][CH3:33])[CH:36]=2)[CH2:41]1)=[O:31])[C:2]1[CH:3]=[CH:4][CH:5]=[CH:6][CH:7]=1. The yield is 0.0500. (3) The reactants are Br[C:2]1[CH:3]=[C:4]([N:8]2[C:12]3=[N:13][CH:14]=[N:15][CH:16]=[C:11]3[C:10]([C:17]([O:19][CH2:20][CH3:21])=[O:18])=[N:9]2)[CH:5]=[CH:6][CH:7]=1.[C:22]([C@:24]1([OH:31])[CH2:28][CH2:27][N:26]([CH3:29])[C:25]1=[O:30])#[CH:23]. No catalyst specified. The product is [OH:31][C@@:24]1([C:22]#[C:23][C:2]2[CH:3]=[C:4]([N:8]3[C:12]4=[N:13][CH:14]=[N:15][CH:16]=[C:11]4[C:10]([C:17]([O:19][CH2:20][CH3:21])=[O:18])=[N:9]3)[CH:5]=[CH:6][CH:7]=2)[CH2:28][CH2:27][N:26]([CH3:29])[C:25]1=[O:30]. The yield is 0.620.